This data is from Forward reaction prediction with 1.9M reactions from USPTO patents (1976-2016). The task is: Predict the product of the given reaction. (1) Given the reactants Br[C:2]1[C:10]2[NH:9][C:8]3[CH:11]4[CH2:17][CH2:16][N:14]([CH2:15][C:7]=3[C:6]=2[CH:5]=[CH:4][CH:3]=1)[CH2:13][CH2:12]4.[F:18][C:19]1[CH:24]=[C:23]([F:25])[CH:22]=[CH:21][C:20]=1/[CH:26]=[CH:27]/B1OC(C)(C)C(C)(C)O1, predict the reaction product. The product is: [F:18][C:19]1[CH:24]=[C:23]([F:25])[CH:22]=[CH:21][C:20]=1/[CH:26]=[CH:27]/[C:2]1[C:10]2[NH:9][C:8]3[CH:11]4[CH2:17][CH2:16][N:14]([CH2:15][C:7]=3[C:6]=2[CH:5]=[CH:4][CH:3]=1)[CH2:13][CH2:12]4. (2) Given the reactants [CH3:1][N:2]1[CH:6]=[CH:5][C:4]([C:7]2[CH:14]=[CH:13][C:10]([CH:11]=O)=[CH:9][CH:8]=2)=[N:3]1.[NH2:15][C:16]1[N:17]=[N:18][C:19]([CH3:22])=[CH:20][CH:21]=1.C([O:25][C:26](=O)[C:27]([OH:40])=[CH:28][C:29]([C:31]1[CH:36]=[CH:35][C:34]([CH:37]([CH3:39])[CH3:38])=[CH:33][CH:32]=1)=[O:30])C, predict the reaction product. The product is: [OH:40][C:27]1[C:26](=[O:25])[N:15]([C:16]2[N:17]=[N:18][C:19]([CH3:22])=[CH:20][CH:21]=2)[CH:11]([C:10]2[CH:13]=[CH:14][C:7]([C:4]3[CH:5]=[CH:6][N:2]([CH3:1])[N:3]=3)=[CH:8][CH:9]=2)[C:28]=1[C:29](=[O:30])[C:31]1[CH:36]=[CH:35][C:34]([CH:37]([CH3:39])[CH3:38])=[CH:33][CH:32]=1. (3) Given the reactants Cl.[Cl:2][C:3]1[CH:4]=[C:5]([CH:8]=[CH:9][C:10]=1[O:11]C)[CH2:6][NH2:7].B(Br)(Br)[Br:14], predict the reaction product. The product is: [BrH:14].[NH2:7][CH2:6][C:5]1[CH:8]=[CH:9][C:10]([OH:11])=[C:3]([Cl:2])[CH:4]=1. (4) Given the reactants [CH2:1]([O:8][C@H:9]1[C@H:15]([O:16][CH2:17][C:18]2[CH:23]=[CH:22][CH:21]=[CH:20][CH:19]=2)[C@@H:14]([O:24][CH2:25][C:26]2[CH:31]=[CH:30][CH:29]=[CH:28][CH:27]=2)[C@:13]2([C:33]3[CH:38]=[CH:37][C:36]([Cl:39])=[C:35]([CH2:40][C:41]4[CH:46]=[CH:45][C:44]([O:47][CH2:48][C:49]([F:52])([F:51])[F:50])=[CH:43][CH:42]=4)[CH:34]=3)[O:32][C@@:10]1([C:53]([OH:55])=[O:54])[CH2:11][O:12]2)[C:2]1[CH:7]=[CH:6][CH:5]=[CH:4][CH:3]=1.S(=O)(=O)(O)O.[C:61](=O)(O)[O-].[Na+], predict the reaction product. The product is: [CH3:61][O:54][C:53]([C@:10]12[O:32][C@:13]([C:33]3[CH:38]=[CH:37][C:36]([Cl:39])=[C:35]([CH2:40][C:41]4[CH:46]=[CH:45][C:44]([O:47][CH2:48][C:49]([F:51])([F:50])[F:52])=[CH:43][CH:42]=4)[CH:34]=3)([O:12][CH2:11]1)[C@H:14]([O:24][CH2:25][C:26]1[CH:31]=[CH:30][CH:29]=[CH:28][CH:27]=1)[C@@H:15]([O:16][CH2:17][C:18]1[CH:23]=[CH:22][CH:21]=[CH:20][CH:19]=1)[C@@H:9]2[O:8][CH2:1][C:2]1[CH:7]=[CH:6][CH:5]=[CH:4][CH:3]=1)=[O:55]. (5) Given the reactants [CH3:1][CH:2]([CH3:25])[CH2:3][C:4]([N:6]1[CH2:11][CH2:10][CH2:9][C@H:8]([CH2:12][O:13][C:14]2[CH:21]=[CH:20][CH:19]=[C:18]([N+:22]([O-])=O)[C:15]=2[C:16]#[N:17])[CH2:7]1)=[O:5], predict the reaction product. The product is: [NH2:22][C:18]1[CH:19]=[CH:20][CH:21]=[C:14]([O:13][CH2:12][C@H:8]2[CH2:9][CH2:10][CH2:11][N:6]([C:4](=[O:5])[CH2:3][CH:2]([CH3:1])[CH3:25])[CH2:7]2)[C:15]=1[C:16]#[N:17]. (6) Given the reactants [NH2:1][CH2:2][CH:3]1[CH2:8][CH2:7][NH:6][CH2:5][CH2:4]1.[C:9](=O)([O-:15])[O:10][C:11]([CH3:14])([CH3:13])[CH3:12].[C:9](=O)([O-:15])[O:10][C:11]([CH3:14])([CH3:13])[CH3:12], predict the reaction product. The product is: [C:11]([O:10][C:9]([N:6]1[CH2:7][CH2:8][CH:3]([CH2:2][NH2:1])[CH2:4][CH2:5]1)=[O:15])([CH3:14])([CH3:13])[CH3:12]. (7) Given the reactants [CH3:1][O:2][C:3]1[CH:10]=[CH:9][C:6]([CH:7]=[O:8])=[CH:5][C:4]=1[OH:11].C(=O)([O-])[O-].[Cs+].[Cs+].F[C:19]1[CH:24]=[CH:23][C:22]([N+:25]([O-:27])=[O:26])=[CH:21][CH:20]=1, predict the reaction product. The product is: [CH3:1][O:2][C:3]1[CH:10]=[CH:9][C:6]([CH:7]=[O:8])=[CH:5][C:4]=1[O:11][C:19]1[CH:24]=[CH:23][C:22]([N+:25]([O-:27])=[O:26])=[CH:21][CH:20]=1.